This data is from Reaction yield outcomes from USPTO patents with 853,638 reactions. The task is: Predict the reaction yield, written as a fraction of the theoretical maximum amount of product (1.0 means a 100% yield; for example, 0.34 means a 34% yield). The reactants are [Br-:1].[Br-].[Br-].C([N+](CCCC)(CCCC)CCCC)CCC.C([N+](CCCC)(CCCC)CCCC)CCC.C([N+](CCCC)(CCCC)CCCC)CCC.[NH2:55][C:56]1[C:57]([CH3:69])=[C:58]([CH3:68])[C:59]2[O:63][C:62]([CH3:65])([CH3:64])[C:61](=[O:66])[C:60]=2[CH:67]=1.S([O-])([O-])=O.[Na+].[Na+]. The catalyst is O1CCCC1. The product is [NH2:55][C:56]1[C:57]([CH3:69])=[C:58]([CH3:68])[C:59]2[O:63][C:62]([CH3:64])([CH3:65])[C:61](=[O:66])[C:60]=2[C:67]=1[Br:1]. The yield is 0.720.